Dataset: Forward reaction prediction with 1.9M reactions from USPTO patents (1976-2016). Task: Predict the product of the given reaction. (1) Given the reactants [Cl:1][C:2]1[CH:7]=[CH:6][C:5]([C:8]2[C:14]3[CH:15]=[C:16]([O:19][CH3:20])[CH:17]=[CH:18][C:13]=3[N:12]3[C:21]([CH3:24])=[N:22][N:23]=[C:11]3[C@H:10]([CH2:25][C:26](O)=[O:27])[N:9]=2)=[CH:4][CH:3]=1.C(Cl)(=O)C(Cl)=O.CN(C=O)C.[NH2:40][C:41]1[CH:46]=[CH:45][C:44]([C:47]([C:49]2[CH:54]=[CH:53][C:52]([O:55][CH3:56])=[CH:51][CH:50]=2)=[O:48])=[CH:43][CH:42]=1, predict the reaction product. The product is: [Cl:1][C:2]1[CH:7]=[CH:6][C:5]([C:8]2[C:14]3[CH:15]=[C:16]([O:19][CH3:20])[CH:17]=[CH:18][C:13]=3[N:12]3[C:21]([CH3:24])=[N:22][N:23]=[C:11]3[C@H:10]([CH2:25][C:26]([NH:40][C:41]3[CH:42]=[CH:43][C:44]([C:47](=[O:48])[C:49]4[CH:54]=[CH:53][C:52]([O:55][CH3:56])=[CH:51][CH:50]=4)=[CH:45][CH:46]=3)=[O:27])[N:9]=2)=[CH:4][CH:3]=1. (2) Given the reactants C([O:3][CH2:4][CH2:5][CH2:6][N:7]1[C:12](=[O:13])[C:11]2[C:14]([CH2:22][C:23]3[CH:28]=[CH:27][C:26]([Cl:29])=[CH:25][CH:24]=3)=[C:15]([O:18][CH:19]([CH3:21])[CH3:20])[CH:16]=[N:17][C:10]=2[N:9]([CH3:30])[C:8]1=[O:31])=O.O[Li].O, predict the reaction product. The product is: [Cl:29][C:26]1[CH:25]=[CH:24][C:23]([CH2:22][C:14]2[C:11]3[C:12](=[O:13])[N:7]([CH2:6][CH2:5][CH2:4][OH:3])[C:8](=[O:31])[N:9]([CH3:30])[C:10]=3[N:17]=[CH:16][C:15]=2[O:18][CH:19]([CH3:20])[CH3:21])=[CH:28][CH:27]=1. (3) Given the reactants Br[C:2]1[CH:3]=[C:4]([O:15][CH3:16])[C:5]2[NH:10][C:9](=[O:11])[O:8][C:7]([CH3:13])([CH3:12])[C:6]=2[CH:14]=1.B1(B2OC(C)(C)C(C)(C)O2)OC(C)(C)C(C)(C)O1.C([O-])(=O)C.[K+].Br[C:41]1[CH:42]=[C:43]([CH:46]=[C:47]([F:49])[CH:48]=1)[C:44]#[N:45].C(=O)([O-])[O-].[Na+].[Na+], predict the reaction product. The product is: [CH3:12][C:7]1([CH3:13])[C:6]2[CH:14]=[C:2]([C:41]3[CH:42]=[C:43]([CH:46]=[C:47]([F:49])[CH:48]=3)[C:44]#[N:45])[CH:3]=[C:4]([O:15][CH3:16])[C:5]=2[NH:10][C:9](=[O:11])[O:8]1. (4) Given the reactants Br[C:2]1[C:27]([F:28])=[CH:26][C:5]([O:6][CH:7]2[CH2:11][CH2:10][N:9]([CH:12]3[CH2:17][CH2:16][N:15]([C:18]([O:20][C:21]([CH3:24])([CH3:23])[CH3:22])=[O:19])[CH2:14][CH2:13]3)[C:8]2=[O:25])=[C:4]([F:29])[CH:3]=1.[C@@H]1(N)CCCC[C@H]1N.[CH3:38][S:39]([O-:41])=[O:40].[Na+].O, predict the reaction product. The product is: [F:29][C:4]1[CH:3]=[C:2]([S:39]([CH3:38])(=[O:41])=[O:40])[C:27]([F:28])=[CH:26][C:5]=1[O:6][CH:7]1[CH2:11][CH2:10][N:9]([CH:12]2[CH2:17][CH2:16][N:15]([C:18]([O:20][C:21]([CH3:24])([CH3:23])[CH3:22])=[O:19])[CH2:14][CH2:13]2)[C:8]1=[O:25].